From a dataset of Peptide-MHC class II binding affinity with 134,281 pairs from IEDB. Regression. Given a peptide amino acid sequence and an MHC pseudo amino acid sequence, predict their binding affinity value. This is MHC class II binding data. The peptide sequence is YDKFLPNVSTVLTGK. The MHC is DRB1_1302 with pseudo-sequence DRB1_1302. The binding affinity (normalized) is 0.808.